This data is from Full USPTO retrosynthesis dataset with 1.9M reactions from patents (1976-2016). The task is: Predict the reactants needed to synthesize the given product. (1) Given the product [Br:12][CH2:13][CH2:14][CH2:15][CH2:16][C:2]1[CH:3]=[CH:4][C:5]([O:8][CH3:9])=[CH:6][C:7]=1[CH3:22], predict the reactants needed to synthesize it. The reactants are: Br[C:2]1[CH:7]=[CH:6][C:5]([O:8][CH3:9])=[C:4](C)[CH:3]=1.[Mg].[Br:12][CH2:13][CH2:14][CH2:15][CH2:16]Br.[Li+].[Cl-].[Cl-].[NH4+].[CH2:22]1COCC1. (2) Given the product [CH3:14][O:15][C:16]1[CH:21]=[CH:20][C:19]([O:22][P:2]2([O:22][C:19]3[CH:20]=[CH:21][C:16]([O:15][CH3:14])=[CH:17][CH:18]=3)[N:7]=[P:6]([O:22][C:19]3[CH:20]=[CH:21][C:16]([O:15][CH3:14])=[CH:17][CH:18]=3)([O:31][C:28]3[CH:29]=[CH:30][C:25]([O:24][CH3:23])=[CH:26][CH:27]=3)[N:5]=[P:4]([O:22][C:19]3[CH:20]=[CH:21][C:16]([O:15][CH3:14])=[CH:17][CH:18]=3)([O:22][C:19]3[CH:20]=[CH:21][C:16]([O:15][CH3:14])=[CH:17][CH:18]=3)[N:3]=2)=[CH:18][CH:17]=1, predict the reactants needed to synthesize it. The reactants are: Cl[P:2]1(Cl)[N:7]=[P:6](Cl)(Cl)[N:5]=[P:4](Cl)(Cl)[N:3]=1.[Na].[CH3:14][O:15][C:16]1[CH:21]=[CH:20][C:19]([OH:22])=[CH:18][CH:17]=1.[CH3:23][O:24][C:25]1[CH:30]=[CH:29][C:28]([OH:31])=[CH:27][CH:26]=1.[Na].